This data is from Forward reaction prediction with 1.9M reactions from USPTO patents (1976-2016). The task is: Predict the product of the given reaction. (1) Given the reactants [CH3:1][O:2][C:3]1[C:8]([CH2:9][N:10]2[CH2:15][CH2:14][CH:13]([CH2:16][CH2:17][C:18]3[C:19](OS(C(F)(F)F)(=O)=O)=[N:20][CH:21]=[CH:22][CH:23]=3)[CH2:12][CH2:11]2)=[CH:7][CH:6]=[CH:5][N:4]=1.C([Sn](CCCC)(CCCC)[C:37]1[S:38][CH:39]=[CH:40][N:41]=1)CCC, predict the reaction product. The product is: [CH3:1][O:2][C:3]1[C:8]([CH2:9][N:10]2[CH2:11][CH2:12][CH:13]([CH2:16][CH2:17][C:18]3[C:19]([C:37]4[S:38][CH:39]=[CH:40][N:41]=4)=[N:20][CH:21]=[CH:22][CH:23]=3)[CH2:14][CH2:15]2)=[CH:7][CH:6]=[CH:5][N:4]=1. (2) Given the reactants [Br:1][C:2]1[CH:7]=[CH:6][C:5](I)=[CH:4][C:3]=1[F:9].[F:10][C:11]1[CH:12]=[C:13](B(O)O)[CH:14]=[CH:15][CH:16]=1.C(=O)(O)[O-].[Na+].C(O)CC, predict the reaction product. The product is: [Br:1][C:2]1[CH:7]=[CH:6][C:5]([C:15]2[CH:14]=[CH:13][CH:12]=[C:11]([F:10])[CH:16]=2)=[CH:4][C:3]=1[F:9]. (3) Given the reactants [NH2:1][C:2]1[CH:10]=[CH:9][CH:8]=[C:7]2[C:3]=1[CH:4]=[CH:5][NH:6]2.Cl[C:12](Cl)([O:14]C(=O)OC(Cl)(Cl)Cl)Cl, predict the reaction product. The product is: [N:1]([C:2]1[CH:10]=[CH:9][CH:8]=[C:7]2[C:3]=1[CH:4]=[CH:5][NH:6]2)=[C:12]=[O:14]. (4) Given the reactants [Cl:1][C:2]1[N:10]=[C:9]2[C:5]([NH:6][CH:7]=[N:8]2)=[C:4]([Cl:11])[N:3]=1.C([O-])([O-])=O.[K+].[K+].[Na+].[I-].Br[CH2:21][CH:22]1[CH2:29][CH2:28][C:25]2([CH2:27][CH2:26]2)[CH2:24][CH2:23]1, predict the reaction product. The product is: [Cl:1][C:2]1[N:10]=[C:9]2[C:5]([N:6]([CH2:21][CH:22]3[CH2:29][CH2:28][C:25]4([CH2:27][CH2:26]4)[CH2:24][CH2:23]3)[CH:7]=[N:8]2)=[C:4]([Cl:11])[N:3]=1. (5) The product is: [NH2:1][CH2:4][C:5]1[CH:6]=[C:7]([S:19]([NH:22][C:23]([CH3:26])([CH3:25])[CH3:24])(=[O:20])=[O:21])[CH:8]=[C:9]([S:11]([NH:14][C:15]([CH3:18])([CH3:17])[CH3:16])(=[O:12])=[O:13])[CH:10]=1. Given the reactants [N:1]([CH2:4][C:5]1[CH:6]=[C:7]([S:19]([NH:22][C:23]([CH3:26])([CH3:25])[CH3:24])(=[O:21])=[O:20])[CH:8]=[C:9]([S:11]([NH:14][C:15]([CH3:18])([CH3:17])[CH3:16])(=[O:13])=[O:12])[CH:10]=1)=[N+]=[N-], predict the reaction product. (6) Given the reactants [OH:1][C:2]1[CH:11]=[C:10]2[C:5]([CH2:6][CH2:7][C:8](=[O:12])[NH:9]2)=[CH:4][CH:3]=1.Br[CH2:14][CH2:15][CH2:16][CH2:17][Cl:18].C(=O)([O-])[O-].[K+].[K+].[OH-].[Na+], predict the reaction product. The product is: [Cl:18][CH2:17][CH2:16][CH2:15][CH2:14][O:1][C:2]1[CH:11]=[C:10]2[C:5]([CH2:6][CH2:7][C:8](=[O:12])[NH:9]2)=[CH:4][CH:3]=1.